From a dataset of Reaction yield outcomes from USPTO patents with 853,638 reactions. Predict the reaction yield, written as a fraction of the theoretical maximum amount of product (1.0 means a 100% yield; for example, 0.34 means a 34% yield). (1) The reactants are C(OC([N:8]1[C:12]2[CH:13]=[CH:14][CH:15]=[CH:16][C:11]=2[N:10]=[C:9]1[CH2:17][N:18]([CH2:29][C:30]1[CH:35]=[CH:34][C:33]([CH2:36][NH:37]C(OC(C)(C)C)=O)=[CH:32][CH:31]=1)[CH:19]1[CH2:28][C:27]2[N:26]=[CH:25][CH:24]=[CH:23][C:22]=2[CH2:21][CH2:20]1)=O)(C)(C)C.C(O)(C(F)(F)F)=O. The catalyst is C(Cl)Cl. The product is [NH2:37][CH2:36][C:33]1[CH:32]=[CH:31][C:30]([CH2:29][N:18]([CH2:17][C:9]2[NH:8][C:12]3[CH:13]=[CH:14][CH:15]=[CH:16][C:11]=3[N:10]=2)[CH:19]2[CH2:28][C:27]3[N:26]=[CH:25][CH:24]=[CH:23][C:22]=3[CH2:21][CH2:20]2)=[CH:35][CH:34]=1. The yield is 0.890. (2) The reactants are [NH2:1][C:2]1[CH:7]=[CH:6][C:5]([P:8](=[O:11])([CH3:10])[CH3:9])=[CH:4][CH:3]=1.Cl[C:13]1[N:18]=[C:17]([Cl:19])[C:16]([C:20]([F:23])([F:22])[F:21])=[CH:15][N:14]=1. The catalyst is CN(C)C(=O)C.C(N(C(C)C)CC)(C)C. The product is [Cl:19][C:17]1[C:16]([C:20]([F:22])([F:21])[F:23])=[CH:15][N:14]=[C:13]([NH:1][C:2]2[CH:3]=[CH:4][C:5]([P:8]([CH3:9])([CH3:10])=[O:11])=[CH:6][CH:7]=2)[N:18]=1. The yield is 0.490. (3) The catalyst is ClCCCl. The reactants are N(C(OCC1C2C(=CC=CC=2)C2C1=CC=CC=2)=O)[C@H:2]([C:8]([OH:10])=[O:9])[CH2:3][CH2:4][CH2:5][CH2:6][NH2:7].Cl.[CH3:29][N:30]1[CH:34]=[CH:33][N:32]=[C:31]1[CH:35]=O.[BH-](O[C:47]([CH3:49])=O)(OC(C)=O)OC(C)=O.[Na+].O. The product is [CH3:29][N:30]1[CH:34]=[CH:33][N:32]=[C:31]1[CH2:35][N:7]([CH2:35][C:31]1[N:30]([CH3:29])[CH:47]=[CH:49][N:32]=1)[CH2:6][CH2:5][CH2:4][CH2:3][CH2:2][C:8]([OH:10])=[O:9]. The yield is 0.920. (4) The reactants are [CH3:1][C:2]1[C:7]([N+:8]([O-:10])=[O:9])=[CH:6][N:5]=[C:4]([NH2:11])[CH:3]=1.CO[CH:14](OC)[N:15]([CH3:17])[CH3:16]. The catalyst is CN(C=O)C. The product is [CH3:14][N:15]([CH3:17])/[CH:16]=[CH:1]/[C:2]1[C:7]([N+:8]([O-:10])=[O:9])=[CH:6][N:5]=[C:4](/[N:11]=[CH:14]/[N:15]([CH3:17])[CH3:16])[CH:3]=1. The yield is 0.990. (5) The reactants are C[Si]([C:5]#[C:6][C:7]1[CH:12]=[CH:11][C:10]([N:13]2[C:17]([C:18]3[CH:23]=[CH:22][N:21]=[CH:20][CH:19]=3)=[N:16][CH:15]=[N:14]2)=[CH:9][CH:8]=1)(C)C.CCCC[N+](CCCC)(CCCC)CCCC.[F-]. The catalyst is O. The product is [C:6]([C:7]1[CH:8]=[CH:9][C:10]([N:13]2[C:17]([C:18]3[CH:23]=[CH:22][N:21]=[CH:20][CH:19]=3)=[N:16][CH:15]=[N:14]2)=[CH:11][CH:12]=1)#[CH:5]. The yield is 0.930. (6) The reactants are [Cl-].[Cl:2][C:3]1[C:12]2[C:7](=[CH:8][CH:9]=[CH:10][CH:11]=2)[CH:6]=[CH:5][C:4]=1[O:13][CH2:14][CH2:15][NH3+:16].[CH3:17][C:18]1[O:22][C:21]([C:23](=O)[CH3:24])=[CH:20][CH:19]=1. No catalyst specified. The product is [Cl:2][C:3]1[C:12]2[C:7](=[CH:8][CH:9]=[CH:10][CH:11]=2)[CH:6]=[CH:5][C:4]=1[O:13][CH2:14][CH2:15][NH:16][CH:23]([C:21]1[O:22][C:18]([CH3:17])=[CH:19][CH:20]=1)[CH3:24]. The yield is 0.340. (7) The reactants are Br[C:2]1[CH:8]=[CH:7][C:5]([NH2:6])=[C:4]([N+:9]([O-:11])=[O:10])[CH:3]=1.N#N.[CH3:14][N:15]1[CH:19]=[C:18](B2OC(C)(C)C(C)(C)O2)[CH:17]=[N:16]1.C(=O)([O-])[O-].[Na+].[Na+]. The catalyst is COCCOC.C1C=CC(P(C2C=CC=CC=2)[C-]2C=CC=C2)=CC=1.C1C=CC(P(C2C=CC=CC=2)[C-]2C=CC=C2)=CC=1.Cl[Pd]Cl.[Fe+2]. The product is [CH3:14][N:15]1[CH:19]=[C:18]([C:2]2[CH:8]=[CH:7][C:5]([NH2:6])=[C:4]([N+:9]([O-:11])=[O:10])[CH:3]=2)[CH:17]=[N:16]1. The yield is 0.750. (8) The reactants are [Mg].Br[CH:3]1[CH2:8][CH2:7][O:6][CH2:5][CH2:4]1.[F:9][C:10]1[CH:17]=[CH:16][C:13]([CH:14]=[O:15])=[CH:12][CH:11]=1. The catalyst is C1COCC1. The product is [F:9][C:10]1[CH:17]=[CH:16][C:13]([CH:14]([CH:3]2[CH2:8][CH2:7][O:6][CH2:5][CH2:4]2)[OH:15])=[CH:12][CH:11]=1. The yield is 0.330.